Task: Regression. Given two drug SMILES strings and cell line genomic features, predict the synergy score measuring deviation from expected non-interaction effect.. Dataset: NCI-60 drug combinations with 297,098 pairs across 59 cell lines Drug 1: C1CCN(CC1)CCOC2=CC=C(C=C2)C(=O)C3=C(SC4=C3C=CC(=C4)O)C5=CC=C(C=C5)O. Drug 2: CC1C(C(CC(O1)OC2CC(CC3=C2C(=C4C(=C3O)C(=O)C5=C(C4=O)C(=CC=C5)OC)O)(C(=O)CO)O)N)O.Cl. Cell line: SF-295. Synergy scores: CSS=35.2, Synergy_ZIP=-0.376, Synergy_Bliss=-0.370, Synergy_Loewe=-1.02, Synergy_HSA=-0.384.